Dataset: Forward reaction prediction with 1.9M reactions from USPTO patents (1976-2016). Task: Predict the product of the given reaction. (1) Given the reactants [Cl:1][C:2]1[CH:3]=[CH:4][C:5]([F:11])=[C:6]([CH:10]=1)[C:7]([OH:9])=O.[NH2:12][C:13]1[CH:14]=[C:15]([S:19]([NH2:22])(=[O:21])=[O:20])[CH:16]=[CH:17][CH:18]=1.CN(C(ON1N=NC2C=CC=NC1=2)=[N+](C)C)C.F[P-](F)(F)(F)(F)F.CN1CCOCC1, predict the reaction product. The product is: [Cl:1][C:2]1[CH:3]=[CH:4][C:5]([F:11])=[C:6]([CH:10]=1)[C:7]([NH:12][C:13]1[CH:18]=[CH:17][CH:16]=[C:15]([S:19](=[O:21])(=[O:20])[NH2:22])[CH:14]=1)=[O:9]. (2) Given the reactants [Br:1][C:2]1[CH:3]=[CH:4][C:5]([CH2:8][N:9]2[CH2:14][CH2:13][NH:12][CH2:11][CH2:10]2)=[N:6][CH:7]=1.[CH3:15][C:16](=O)[CH3:17].C(O)(=O)C.[BH3-]C#N.[Na+].[OH-].[Na+], predict the reaction product. The product is: [Br:1][C:2]1[CH:3]=[CH:4][C:5]([CH2:8][N:9]2[CH2:14][CH2:13][N:12]([CH:16]([CH3:17])[CH3:15])[CH2:11][CH2:10]2)=[N:6][CH:7]=1. (3) Given the reactants Cl.[NH2:2][C@H:3]([C:12]([OH:14])=[O:13])[CH2:4][C:5]1[CH:10]=[CH:9][C:8]([OH:11])=[CH:7][CH:6]=1.N1([C:27](=O)[C:26]2N(C)C=N[C:21]=2N(C)C1=O)C, predict the reaction product. The product is: [CH:26]([O:13][C:12](=[O:14])[C@H:3]([CH2:4][C:5]1[CH:6]=[CH:7][C:8]([OH:11])=[CH:9][CH:10]=1)[NH2:2])([CH3:27])[CH3:21]. (4) Given the reactants [CH3:1][N:2](C(ON1N=NC2C=CC=NC1=2)=[N+](C)C)[CH3:3].F[P-](F)(F)(F)(F)F.C(OC(N[C:33]1[N:38]=[C:37]([CH3:39])[C:36]([CH2:40][NH:41][C:42]2[C:43]3[C:44](=[N:48][N:49]([CH2:51][C:52]4[CH:66]=[CH:65][C:55]([CH2:56][N:57]5[CH:61]=[CH:60][C:59]([C:62](O)=[O:63])=[N:58]5)=[CH:54][CH:53]=4)[CH:50]=3)[N:45]=[CH:46][N:47]=2)=[C:35]([CH3:67])[CH:34]=1)=O)(C)(C)C.C[NH:69]C.CCN(C(C)C)C(C)C, predict the reaction product. The product is: [NH2:69][C:33]1[N:38]=[C:37]([CH3:39])[C:36]([CH2:40][NH:41][C:42]2[C:43]3[C:44](=[N:48][N:49]([CH2:51][C:52]4[CH:53]=[CH:54][C:55]([CH2:56][N:57]5[CH:61]=[CH:60][C:59]([C:62]([N:2]([CH3:3])[CH3:1])=[O:63])=[N:58]5)=[CH:65][CH:66]=4)[CH:50]=3)[N:45]=[CH:46][N:47]=2)=[C:35]([CH3:67])[CH:34]=1.